This data is from NCI-60 drug combinations with 297,098 pairs across 59 cell lines. The task is: Regression. Given two drug SMILES strings and cell line genomic features, predict the synergy score measuring deviation from expected non-interaction effect. (1) Drug 1: COC1=C(C=C2C(=C1)N=CN=C2NC3=CC(=C(C=C3)F)Cl)OCCCN4CCOCC4. Drug 2: C1CCC(C(C1)N)N.C(=O)(C(=O)[O-])[O-].[Pt+4]. Cell line: ACHN. Synergy scores: CSS=49.5, Synergy_ZIP=-5.59, Synergy_Bliss=-6.24, Synergy_Loewe=-1.15, Synergy_HSA=0.00382. (2) Synergy scores: CSS=17.9, Synergy_ZIP=-2.29, Synergy_Bliss=-3.67, Synergy_Loewe=-21.7, Synergy_HSA=-2.99. Cell line: DU-145. Drug 1: CC=C1C(=O)NC(C(=O)OC2CC(=O)NC(C(=O)NC(CSSCCC=C2)C(=O)N1)C(C)C)C(C)C. Drug 2: CS(=O)(=O)CCNCC1=CC=C(O1)C2=CC3=C(C=C2)N=CN=C3NC4=CC(=C(C=C4)OCC5=CC(=CC=C5)F)Cl. (3) Drug 1: CC1=C(C=C(C=C1)C(=O)NC2=CC(=CC(=C2)C(F)(F)F)N3C=C(N=C3)C)NC4=NC=CC(=N4)C5=CN=CC=C5. Drug 2: C1=CN(C=N1)CC(O)(P(=O)(O)O)P(=O)(O)O. Cell line: BT-549. Synergy scores: CSS=-1.15, Synergy_ZIP=4.46, Synergy_Bliss=2.53, Synergy_Loewe=-2.95, Synergy_HSA=-4.27. (4) Drug 1: CC12CCC(CC1=CCC3C2CCC4(C3CC=C4C5=CN=CC=C5)C)O. Drug 2: C1=CC=C(C(=C1)C(C2=CC=C(C=C2)Cl)C(Cl)Cl)Cl. Cell line: T-47D. Synergy scores: CSS=15.4, Synergy_ZIP=-1.37, Synergy_Bliss=6.22, Synergy_Loewe=3.21, Synergy_HSA=5.86.